Task: Predict which catalyst facilitates the given reaction.. Dataset: Catalyst prediction with 721,799 reactions and 888 catalyst types from USPTO (1) Reactant: [CH3:1][NH:2][C:3]1[CH:11]=[CH:10][C:6]([C:7]([OH:9])=[O:8])=[CH:5][C:4]=1[N+:12]([O-])=O.[H][H].[CH3:17]N(C=O)C. Product: [CH3:1][N:2]1[C:3]2[CH:11]=[CH:10][C:6]([C:7]([OH:9])=[O:8])=[CH:5][C:4]=2[N:12]=[CH:17]1. The catalyst class is: 45. (2) Reactant: C(NC(C)C)(C)C.C([Li])CCC.[C:13](#[N:17])[CH:14]([CH3:16])[CH3:15].CN1CCCN(C)C1=O.[CH2:27]([O:29][CH:30]([O:33][CH2:34][CH3:35])[CH2:31]Br)[CH3:28].[Cl-].[NH4+]. Product: [CH2:27]([O:29][CH:30]([O:33][CH2:34][CH3:35])[CH2:31][C:14]([CH3:16])([CH3:15])[C:13]#[N:17])[CH3:28]. The catalyst class is: 1. (3) Reactant: [F:1][C:2]1[CH:15]=[CH:14][C:5]([C:6]([CH:8]2[CH2:13][CH2:12][NH:11][CH2:10][CH2:9]2)=[O:7])=[CH:4][CH:3]=1.[CH2:16]([C:18]1[CH:23]=[CH:22][C:21]([CH:24]2[CH2:26][O:25]2)=[CH:20][CH:19]=1)[CH3:17].[C:27](N1C=CN=C1)(N1C=CN=C1)=[O:28].[CH3:39][OH:40]. Product: [CH3:39][O:40][C:27](=[O:28])[O:25][CH:24]([C:21]1[CH:20]=[CH:19][C:18]([CH2:16][CH3:17])=[CH:23][CH:22]=1)[CH2:26][N:11]1[CH2:12][CH2:13][CH:8]([C:6](=[O:7])[C:5]2[CH:4]=[CH:3][C:2]([F:1])=[CH:15][CH:14]=2)[CH2:9][CH2:10]1. The catalyst class is: 252. (4) The catalyst class is: 19. Product: [CH3:1][S:2]([C:5]1[CH:6]=[CH:7][C:8]([CH2:12][CH2:13][CH3:14])=[C:9]([CH:11]=1)[NH2:10])(=[O:3])=[O:4]. Reactant: [CH3:1][S:2]([C:5]1[CH:6]=[CH:7][C:8](/[CH:12]=[CH:13]/[CH3:14])=[C:9]([CH:11]=1)[NH2:10])(=[O:4])=[O:3].[H][H]. (5) The catalyst class is: 18. Product: [Br:1][C:2]1[CH:9]=[CH:8][C:7]([O:10][CH2:12][C@H:13]2[CH2:17][O:16][C:15]([CH3:19])([CH3:18])[O:14]2)=[CH:6][C:3]=1[CH:4]=[O:5]. Reactant: [Br:1][C:2]1[CH:9]=[CH:8][C:7]([OH:10])=[CH:6][C:3]=1[CH:4]=[O:5].Cl[CH2:12][C@H:13]1[CH2:17][O:16][C:15]([CH3:19])([CH3:18])[O:14]1.C([O-])([O-])=O.[K+].[K+]. (6) The catalyst class is: 4. Product: [F:48][C:45]1[CH:46]=[CH:47][C:42]([CH2:41][N:31]2[C:30](=[O:49])[C:29]([C:23]3[NH:22][C:21]4[S:20][CH:19]=[C:18]([CH2:17][NH:16][S:2]([NH:5][C:6](=[O:7])[O:15][CH2:8][C:9]5[CH:14]=[CH:13][CH:12]=[CH:11][CH:10]=5)(=[O:4])=[O:3])[C:26]=4[S:25](=[O:27])(=[O:28])[N:24]=3)=[C:38]([OH:39])[C@H:37]3[C@@H:32]2[C@H:33]2[CH2:40][C@@H:36]3[CH2:35][CH2:34]2)=[CH:43][CH:44]=1. Reactant: Cl[S:2]([N:5]=[C:6]=[O:7])(=[O:4])=[O:3].[CH2:8]([OH:15])[C:9]1[CH:14]=[CH:13][CH:12]=[CH:11][CH:10]=1.[NH2:16][CH2:17][C:18]1[C:26]2[S:25](=[O:28])(=[O:27])[N:24]=[C:23]([C:29]3[C:30](=[O:49])[N:31]([CH2:41][C:42]4[CH:47]=[CH:46][C:45]([F:48])=[CH:44][CH:43]=4)[C@@H:32]4[C@H:37]([C:38]=3[OH:39])[C@@H:36]3[CH2:40][C@H:33]4[CH2:34][CH2:35]3)[NH:22][C:21]=2[S:20][CH:19]=1.C(N(CC)CC)C. (7) Reactant: [F:1][C:2]1[CH:15]=[CH:14][CH:13]=[C:12]([F:16])[C:3]=1[C:4]([NH:6][C:7]1[CH:11]=[CH:10][NH:9][N:8]=1)=[O:5].C[Si]([N-][Si](C)(C)C)(C)C.[Li+].[C:27]1([O:33][C:34]2[CH:39]=[CH:38][C:37]([CH2:40]Br)=[C:36]([C:42]([F:45])([F:44])[F:43])[CH:35]=2)[CH:32]=[CH:31][CH:30]=[CH:29][CH:28]=1. Product: [F:1][C:2]1[CH:15]=[CH:14][CH:13]=[C:12]([F:16])[C:3]=1[C:4]([NH:6][C:7]1[CH:11]=[CH:10][N:9]([CH2:40][C:37]2[CH:38]=[CH:39][C:34]([O:33][C:27]3[CH:32]=[CH:31][CH:30]=[CH:29][CH:28]=3)=[CH:35][C:36]=2[C:42]([F:43])([F:44])[F:45])[N:8]=1)=[O:5]. The catalyst class is: 1. (8) Reactant: [C:1](=O)([O:37]C1C=CC([N+]([O-])=O)=CC=1)[O:2][C@H:3]([CH2:18][C:19]1[CH:27]=[C:26]([CH3:28])[C:25]2[C:21](=[CH:22][N:23]([CH2:29][O:30][CH2:31][CH2:32][Si:33]([CH3:36])([CH3:35])[CH3:34])[N:24]=2)[CH:20]=1)[C:4](=[O:17])[N:5]1[CH2:10][CH2:9][CH:8]([N:11]2[CH2:16][CH2:15][CH2:14][CH2:13][CH2:12]2)[CH2:7][CH2:6]1.[F:48][C:49]1[CH:58]=[C:57]2[C:52]([CH2:53][N:54]([CH:60]3[CH2:65][CH2:64][NH:63][CH2:62][CH2:61]3)[C:55](=[O:59])[NH:56]2)=[CH:51][CH:50]=1.C(N(C(C)C)CC)(C)C. Product: [F:48][C:49]1[CH:58]=[C:57]2[C:52]([CH2:53][N:54]([CH:60]3[CH2:65][CH2:64][N:63]([C:1]([O:2][C@H:3]([CH2:18][C:19]4[CH:27]=[C:26]([CH3:28])[C:25]5[C:21](=[CH:22][N:23]([CH2:29][O:30][CH2:31][CH2:32][Si:33]([CH3:35])([CH3:34])[CH3:36])[N:24]=5)[CH:20]=4)[C:4](=[O:17])[N:5]4[CH2:10][CH2:9][CH:8]([N:11]5[CH2:16][CH2:15][CH2:14][CH2:13][CH2:12]5)[CH2:7][CH2:6]4)=[O:37])[CH2:62][CH2:61]3)[C:55](=[O:59])[NH:56]2)=[CH:51][CH:50]=1. The catalyst class is: 9. (9) Reactant: [CH3:1][C:2]([NH:14][C@@H:15]1[CH2:19][C@H:18]([C:20]2[CH:25]=[CH:24][CH:23]=[C:22]([O:26][C:27]([F:30])([F:29])[F:28])[CH:21]=2)[N:17]([C:31]2[CH:36]=[CH:35][C:34]([C:37]([F:40])([F:39])[F:38])=[CH:33][CH:32]=2)[C:16]1=[O:41])([C:4]1[CH:9]=[CH:8][N:7]=[C:6]([C:10]([F:13])([F:12])[F:11])[N:5]=1)[CH3:3].O.[C:43]1([CH3:53])[CH:48]=[CH:47][C:46]([S:49]([OH:52])(=[O:51])=[O:50])=[CH:45][CH:44]=1. Product: [S:49]([C:46]1[CH:47]=[CH:48][C:43]([CH3:53])=[CH:44][CH:45]=1)([OH:52])(=[O:51])=[O:50].[CH3:3][C:2]([NH:14][C@@H:15]1[CH2:19][C@H:18]([C:20]2[CH:25]=[CH:24][CH:23]=[C:22]([O:26][C:27]([F:28])([F:29])[F:30])[CH:21]=2)[N:17]([C:31]2[CH:32]=[CH:33][C:34]([C:37]([F:38])([F:40])[F:39])=[CH:35][CH:36]=2)[C:16]1=[O:41])([C:4]1[CH:9]=[CH:8][N:7]=[C:6]([C:10]([F:11])([F:13])[F:12])[N:5]=1)[CH3:1]. The catalyst class is: 32.